Predict which catalyst facilitates the given reaction. From a dataset of Catalyst prediction with 721,799 reactions and 888 catalyst types from USPTO. (1) Reactant: [CH3:1][S:2][C:3]1[CH:11]=[C:10]([C:12]([F:15])([F:14])[F:13])[CH:9]=[C:8]([C:16]([F:19])([F:18])[F:17])[C:4]=1[C:5](O)=[O:6].C(Cl)(=O)C([Cl:23])=O.CO. Product: [CH3:1][S:2][C:3]1[CH:11]=[C:10]([C:12]([F:15])([F:14])[F:13])[CH:9]=[C:8]([C:16]([F:19])([F:18])[F:17])[C:4]=1[C:5]([Cl:23])=[O:6]. The catalyst class is: 59. (2) Reactant: Br[C:2]1[CH:3]=[C:4]([CH:8]=[CH:9][C:10]=1[O:11][CH:12]([CH3:14])[CH3:13])[C:5]([OH:7])=[O:6].[CH3:15][S:16]([O-:18])=[O:17].[Na+].CNCCNC. Product: [CH:12]([O:11][C:10]1[CH:9]=[CH:8][C:4]([C:5]([OH:7])=[O:6])=[CH:3][C:2]=1[S:16]([CH3:15])(=[O:18])=[O:17])([CH3:14])[CH3:13]. The catalyst class is: 16. (3) Reactant: [CH3:1][N:2]([CH3:26])[CH:3]1[C:11]2[C:6](=[CH:7][C:8]([N:12]3[CH2:16][CH2:15][CH:14]([NH:17]C(=O)OC(C)(C)C)[C:13]3=[O:25])=[CH:9][CH:10]=2)[CH2:5][CH2:4]1.Cl. Product: [NH2:17][CH:14]1[CH2:15][CH2:16][N:12]([C:8]2[CH:7]=[C:6]3[C:11](=[CH:10][CH:9]=2)[CH:3]([N:2]([CH3:1])[CH3:26])[CH2:4][CH2:5]3)[C:13]1=[O:25]. The catalyst class is: 71. (4) Reactant: [CH3:1][C:2]1([CH3:22])[C:11]2[C:6](=[CH:7][CH:8]=[CH:9][CH:10]=2)[C:5]([C:12]2[CH:17]=[CH:16][C:15]([C:18]([F:21])([F:20])[F:19])=[CH:14][CH:13]=2)=[N:4][CH2:3]1.[BH4-].[Na+]. Product: [CH3:1][C:2]1([CH3:22])[C:11]2[C:6](=[CH:7][CH:8]=[CH:9][CH:10]=2)[CH:5]([C:12]2[CH:17]=[CH:16][C:15]([C:18]([F:21])([F:19])[F:20])=[CH:14][CH:13]=2)[NH:4][CH2:3]1. The catalyst class is: 5. (5) Reactant: [Cl:1][C:2]1[C:7]([C:8]([O:10]CC)=[O:9])=[CH:6][CH:5]=[C:4]([C:13]#[C:14][CH:15]2[CH2:17][CH2:16]2)[N:3]=1.[OH-].[Li+]. The catalyst class is: 24. Product: [Cl:1][C:2]1[N:3]=[C:4]([C:13]#[C:14][CH:15]2[CH2:17][CH2:16]2)[CH:5]=[CH:6][C:7]=1[C:8]([OH:10])=[O:9]. (6) Reactant: [Br:1][C:2]1[CH:3]=[C:4]([N+:9]([O-:11])=[O:10])[C:5](Cl)=[N:6][CH:7]=1.[C:12]1([NH2:19])[CH:17]=[CH:16][CH:15]=[C:14]([NH2:18])[CH:13]=1.CCN(C(C)C)C(C)C. Product: [Br:1][C:2]1[CH:3]=[C:4]([N+:9]([O-:11])=[O:10])[C:5]([NH:18][C:14]2[CH:15]=[CH:16][CH:17]=[C:12]([NH2:19])[CH:13]=2)=[N:6][CH:7]=1. The catalyst class is: 37. (7) Reactant: [N+:1]([C:4]1[CH:9]=[CH:8][CH:7]=[C:6]([N+:10]([O-])=O)[C:5]=1[NH:13][CH2:14][CH:15]([OH:21])[CH2:16][C:17]([O:19][CH3:20])=[O:18])([O-])=O. Product: [NH2:1][C:4]1[CH:9]=[CH:8][CH:7]=[C:6]([NH2:10])[C:5]=1[NH:13][CH2:14][CH:15]([OH:21])[CH2:16][C:17]([O:19][CH3:20])=[O:18]. The catalyst class is: 304. (8) Reactant: F[C:2]1[CH:3]=[C:4]([CH:13]=[CH:14][C:15]=1[N+:16]([O-:18])=[O:17])[CH:5]=[C:6]1[S:10][C:9](=[O:11])[NH:8][C:7]1=[O:12].[CH2:19]([NH2:21])[CH3:20]. Product: [CH2:19]([NH:21][C:2]1[CH:3]=[C:4]([CH:13]=[CH:14][C:15]=1[N+:16]([O-:18])=[O:17])[CH:5]=[C:6]1[S:10][C:9](=[O:11])[NH:8][C:7]1=[O:12])[CH3:20]. The catalyst class is: 57. (9) Reactant: [Cl:1][C:2]1[CH:3]=[CH:4][C:5]([O:26][CH2:27][CH:28]([CH3:30])[CH3:29])=[C:6]([CH2:8][N:9]2[C:13]([CH3:14])=[CH:12][C:11]([NH:15][C:16](=[O:25])[C:17]3[CH:22]=[CH:21][CH:20]=[C:19]([CH:23]=O)[CH:18]=3)=[N:10]2)[CH:7]=1.[CH3:31][NH:32][CH3:33].O.C(O)(=O)C.[Na].Cl. The catalyst class is: 4. Product: [ClH:1].[Cl:1][C:2]1[CH:3]=[CH:4][C:5]([O:26][CH2:27][CH:28]([CH3:30])[CH3:29])=[C:6]([CH2:8][N:9]2[C:13]([CH3:14])=[CH:12][C:11]([NH:15][C:16](=[O:25])[C:17]3[CH:22]=[CH:21][CH:20]=[C:19]([CH2:23][N:32]([CH3:33])[CH3:31])[CH:18]=3)=[N:10]2)[CH:7]=1. (10) Reactant: [NH2:1][C:2]1[CH:7]=[N:6][C:5]([Br:8])=[CH:4][N:3]=1.[Cl:9][C:10]1[C:19]([CH3:20])=[CH:18][C:13]([C:14](=O)[CH2:15]Br)=[C:12]([F:21])[CH:11]=1.[OH-].[Na+]. Product: [Br:8][C:5]1[N:6]=[CH:7][C:2]2[N:3]([CH:15]=[C:14]([C:13]3[CH:18]=[C:19]([CH3:20])[C:10]([Cl:9])=[CH:11][C:12]=3[F:21])[N:1]=2)[CH:4]=1. The catalyst class is: 8.